Dataset: Full USPTO retrosynthesis dataset with 1.9M reactions from patents (1976-2016). Task: Predict the reactants needed to synthesize the given product. (1) The reactants are: [ClH:1].[CH:2]1([C:5]([C:7]2[CH:12]=[CH:11][C:10]([CH2:13][CH:14]([C:20]([O:22][CH2:23][CH3:24])=[O:21])[C:15]([O:17][CH2:18][CH3:19])=[O:16])=[CH:9][CH:8]=2)=[O:6])[CH2:4][CH2:3]1. Given the product [Cl:1][CH2:4][CH2:3][CH2:2][C:5]([C:7]1[CH:12]=[CH:11][C:10]([CH2:13][CH:14]([C:20]([O:22][CH2:23][CH3:24])=[O:21])[C:15]([O:17][CH2:18][CH3:19])=[O:16])=[CH:9][CH:8]=1)=[O:6], predict the reactants needed to synthesize it. (2) Given the product [Br:11][C:5]1[S:4][C:3]([CH2:7][CH:8]([NH2:10])[CH3:9])=[C:2]([Cl:1])[CH:6]=1, predict the reactants needed to synthesize it. The reactants are: [Cl:1][C:2]1[CH:6]=[CH:5][S:4][C:3]=1[CH2:7][CH:8]([NH2:10])[CH3:9].[Br:11]Br.C(OC)(C)(C)C.[OH-].[Na+].